The task is: Predict the reactants needed to synthesize the given product.. This data is from Full USPTO retrosynthesis dataset with 1.9M reactions from patents (1976-2016). (1) Given the product [CH2:1]([N:8]([CH2:15][CH2:16][CH:17]=[O:19])[C:9](=[O:14])[C:10]([F:13])([F:12])[F:11])[C:2]1[CH:7]=[CH:6][CH:5]=[CH:4][CH:3]=1, predict the reactants needed to synthesize it. The reactants are: [CH2:1]([N:8]([CH2:15][CH2:16][CH:17]=C)[C:9](=[O:14])[C:10]([F:13])([F:12])[F:11])[C:2]1[CH:7]=[CH:6][CH:5]=[CH:4][CH:3]=1.[O:19]=[O+][O-].O=O.CSC. (2) Given the product [CH:28]([O:27][C:25]1[CH:26]=[C:12]([CH:13]=[C:14]([C:15](=[O:16])[NH:17][C:18]2[CH:22]=[CH:21][N:20]([CH3:23])[N:19]=2)[CH:24]=1)[O:11][C:8]1[N:9]=[CH:10][C:5]([C:3]2[N:4]=[C:45]([C:44]([O:43][CH2:41][CH3:42])=[O:48])[O:1][N:2]=2)=[N:6][CH:7]=1)([CH3:30])[CH3:29], predict the reactants needed to synthesize it. The reactants are: [OH:1][N:2]=[C:3]([C:5]1[N:6]=[CH:7][C:8]([O:11][C:12]2[CH:13]=[C:14]([CH:24]=[C:25]([O:27][CH:28]([CH3:30])[CH3:29])[CH:26]=2)[C:15]([NH:17][C:18]2[CH:22]=[CH:21][N:20]([CH3:23])[N:19]=2)=[O:16])=[N:9][CH:10]=1)[NH2:4].O1CCOCC1.C(Cl)(Cl)Cl.[CH2:41]([O:43][C:44](=[O:48])[C:45](Cl)=O)[CH3:42]. (3) Given the product [CH2:1]([C:5]12[CH2:17][C:16](=[O:18])[CH:15]=[C:6]1[C:7]1[CH:8]=[CH:9][C:10]([O:14][CH2:28][O:29][CH3:30])=[CH:11][C:12]=1[CH2:13]2)[CH2:2][CH2:3][CH3:4], predict the reactants needed to synthesize it. The reactants are: [CH2:1]([C:5]12[CH2:17][C:16](=[O:18])[CH:15]=[C:6]1[C:7]1[CH:8]=[CH:9][C:10]([OH:14])=[CH:11][C:12]=1[CH2:13]2)[CH2:2][CH2:3][CH3:4].C(N(CC)C(C)C)(C)C.[CH3:28][O:29][CH2:30]Cl. (4) Given the product [CH3:26][N:25]1[C:17]2[CH:16]=[C:15]([C:12]3[CH:13]=[CH:14][C:9]([O:8][CH2:7][CH2:6][N:41]4[CH2:42][CH2:43][N:38]([C:36]5[CH:35]=[CH:34][CH:33]=[C:32]([CH3:31])[N:37]=5)[CH2:39][CH2:40]4)=[C:10]([C:27]([F:28])([F:29])[F:30])[CH:11]=3)[N:20]=[C:19]([C:21]#[N:22])[C:18]=2[N:23]=[N:24]1, predict the reactants needed to synthesize it. The reactants are: CS(O[CH2:6][CH2:7][O:8][C:9]1[CH:14]=[CH:13][C:12]([C:15]2[N:20]=[C:19]([C:21]#[N:22])[C:18]3[N:23]=[N:24][N:25]([CH3:26])[C:17]=3[CH:16]=2)=[CH:11][C:10]=1[C:27]([F:30])([F:29])[F:28])(=O)=O.[CH3:31][C:32]1[N:37]=[C:36]([N:38]2[CH2:43][CH2:42][NH:41][CH2:40][CH2:39]2)[CH:35]=[CH:34][CH:33]=1. (5) Given the product [O:12]=[C:7]1[NH:8][C:9]2[N:10]=[CH:11][C:2](/[CH:15]=[CH:14]/[C:13]([O:17][C:18]([CH3:21])([CH3:20])[CH3:19])=[O:16])=[CH:3][C:4]=2[CH:5]=[CH:6]1, predict the reactants needed to synthesize it. The reactants are: Br[C:2]1[CH:3]=[C:4]2[C:9](=[N:10][CH:11]=1)[NH:8][C:7](=[O:12])[CH:6]=[CH:5]2.[C:13]([O:17][C:18]([CH3:21])([CH3:20])[CH3:19])(=[O:16])[CH:14]=[CH2:15].C(N(C(C)C)C(C)C)C.CC1C=CC=CC=1P(C1C=CC=CC=1C)C1C=CC=CC=1C.